From a dataset of Catalyst prediction with 721,799 reactions and 888 catalyst types from USPTO. Predict which catalyst facilitates the given reaction. (1) Reactant: [CH3:1][O:2][C:3](=[O:12])[CH:4]([C:6]1[CH:11]=[CH:10][CH:9]=[CH:8][CH:7]=1)Br.CCN(CC)CC.[N:20]1[CH:25]=[CH:24][CH:23]=[CH:22][C:21]=1[N:26]1[CH2:31][CH2:30][NH:29][CH2:28][CH2:27]1. Product: [CH3:1][O:2][C:3](=[O:12])[CH:4]([C:6]1[CH:11]=[CH:10][CH:9]=[CH:8][CH:7]=1)[N:29]1[CH2:30][CH2:31][N:26]([C:21]2[CH:22]=[CH:23][CH:24]=[CH:25][N:20]=2)[CH2:27][CH2:28]1. The catalyst class is: 7. (2) Reactant: [CH2:1]([C:4]1[CH:9]=[C:8]([C:10]([F:13])([F:12])[F:11])[CH:7]=[CH:6][C:5]=1[OH:14])[CH:2]=[CH2:3].Cl[Sn](Cl)(Cl)Cl.[I:20]I. Product: [I:20][CH2:3][CH:2]1[CH2:1][C:4]2[CH:9]=[C:8]([C:10]([F:12])([F:13])[F:11])[CH:7]=[CH:6][C:5]=2[O:14]1. The catalyst class is: 4. (3) Reactant: [N+:1]([O-:4])(O)=[O:2].[CH3:5][S:6]([C:9]1[CH:14]=[CH:13][C:12]([OH:15])=[CH:11][CH:10]=1)(=[O:8])=[O:7]. Product: [CH3:5][S:6]([C:9]1[CH:14]=[CH:13][C:12]([OH:15])=[C:11]([N+:1]([O-:4])=[O:2])[CH:10]=1)(=[O:7])=[O:8]. The catalyst class is: 15.